This data is from Reaction yield outcomes from USPTO patents with 853,638 reactions. The task is: Predict the reaction yield, written as a fraction of the theoretical maximum amount of product (1.0 means a 100% yield; for example, 0.34 means a 34% yield). (1) The yield is 0.850. The catalyst is C(Cl)Cl. The reactants are C1(P(=[CH:20][C:21]([O:23][CH3:24])=[O:22])(C2C=CC=CC=2)C2C=CC=CC=2)C=CC=CC=1.[Cl:25][C:26]1[CH:27]=[C:28]([CH:31]=[C:32]([O:34][CH3:35])[CH:33]=1)[CH:29]=O. The product is [Cl:25][C:26]1[CH:27]=[C:28]([CH:29]=[CH:20][C:21]([O:23][CH3:24])=[O:22])[CH:31]=[C:32]([O:34][CH3:35])[CH:33]=1. (2) The reactants are [Na+].[CH2:2]([O:5][C:6]1([CH3:35])[CH2:11][CH2:10][N:9]([C:12]2[N:17]3[CH:18]=[C:19]([C:21]([O-:23])=O)[N:20]=[C:16]3[CH:15]=[C:14]([CH3:24])[C:13]=2[C@H:25]([O:30][C:31]([CH3:34])([CH3:33])[CH3:32])[C:26]([O:28][CH3:29])=[O:27])[CH2:8][CH2:7]1)[CH:3]=[CH2:4].CCN([CH:42]([CH3:44])[CH3:43])C(C)C.CN(C(O[N:53]1[N:61]=N[C:55]2[CH:56]=[CH:57][CH:58]=N[C:54]1=2)=[N+](C)C)C.F[P-](F)(F)(F)(F)F.[C:69]([O-:72])(O)=O.[Na+].CC[N+](S(N=C(OC)[O-])(=O)=O)([CH2:79][CH3:80])CC.[CH3:89]N(C=O)C. The catalyst is C(Cl)Cl. The product is [CH2:2]([O:5][C:6]1([CH3:35])[CH2:11][CH2:10][N:9]([C:12]2[N:17]3[CH:18]=[C:19]([C:21]4[O:23][C:54]([CH2:55][C:56]5[CH:57]=[CH:58][CH:80]=[CH:79][C:89]=5[O:72][CH2:69][CH2:44][CH:42]=[CH2:43])=[N:53][N:61]=4)[N:20]=[C:16]3[CH:15]=[C:14]([CH3:24])[C:13]=2[C@H:25]([O:30][C:31]([CH3:32])([CH3:34])[CH3:33])[C:26]([O:28][CH3:29])=[O:27])[CH2:8][CH2:7]1)[CH:3]=[CH2:4]. The yield is 0.270. (3) The reactants are [NH2:1][C:2]1[CH:10]=[C:9]([F:11])[CH:8]=[CH:7][C:3]=1[C:4]([NH2:6])=[O:5].[C:12](OCC)(=O)[C:13]([O:15][CH2:16][CH3:17])=[O:14]. The catalyst is CC(O)=O. The product is [F:11][C:9]1[CH:10]=[C:2]2[C:3]([C:4]([OH:5])=[N:6][C:12]([C:13]([O:15][CH2:16][CH3:17])=[O:14])=[N:1]2)=[CH:7][CH:8]=1. The yield is 0.220. (4) The reactants are [CH3:1][S:2](Cl)(=[O:4])=[O:3].[NH2:6][C:7]1[CH:12]=[C:11]([F:13])[C:10]([C:14]2[N:18]([CH3:19])[C:17]([C:20]#[N:21])=[CH:16][CH:15]=2)=[C:9]([F:22])[CH:8]=1.Cl. The catalyst is N1C=CC=CC=1. The product is [C:20]([C:17]1[N:18]([CH3:19])[C:14]([C:10]2[C:9]([F:22])=[CH:8][C:7]([NH:6][S:2]([CH3:1])(=[O:4])=[O:3])=[CH:12][C:11]=2[F:13])=[CH:15][CH:16]=1)#[N:21]. The yield is 0.450. (5) The reactants are [C:1]([NH:4][C:5]1[CH:10]=[CH:9][C:8]([N+:11]([O-:13])=[O:12])=[C:7]([CH3:14])[CH:6]=1)(=O)[CH3:2].O[CH2:16]C(CO)O.OS(O)(=O)=O. No catalyst specified. The product is [CH3:14][C:7]1[CH:6]=[C:5]2[C:10]([CH:16]=[CH:2][CH:1]=[N:4]2)=[CH:9][C:8]=1[N+:11]([O-:13])=[O:12]. The yield is 0.340. (6) The reactants are [CH3:1][C:2]1([N:8]2[C:19]3[C:11](=[CH:12][N:13]=[C:14]4[C:18]=3[CH:17]=[CH:16][NH:15]4)[N:10]=[N:9]2)[CH2:7][CH2:6][NH:5][CH2:4][CH2:3]1.[C:20](#[N:23])[CH:21]=[CH2:22]. The catalyst is C(O)C. The product is [CH3:1][C:2]1([N:8]2[C:19]3[C:11](=[CH:12][N:13]=[C:14]4[C:18]=3[CH:17]=[CH:16][NH:15]4)[N:10]=[N:9]2)[CH2:7][CH2:6][N:5]([CH2:22][CH2:21][C:20]#[N:23])[CH2:4][CH2:3]1. The yield is 0.710.